From a dataset of Reaction yield outcomes from USPTO patents with 853,638 reactions. Predict the reaction yield, written as a fraction of the theoretical maximum amount of product (1.0 means a 100% yield; for example, 0.34 means a 34% yield). The reactants are N12CCCN=C1CCCCC2.[Br:12][C:13]1[CH:14]=[N:15][CH:16]=[C:17](I)[CH:18]=1.[CH3:20][S-:21].[Na+]. The catalyst is C1(C)C=CC=CC=1.[Cu](Br)Br. The product is [Br:12][C:13]1[CH:14]=[N:15][CH:16]=[C:17]([S:21][CH3:20])[CH:18]=1. The yield is 0.700.